This data is from Full USPTO retrosynthesis dataset with 1.9M reactions from patents (1976-2016). The task is: Predict the reactants needed to synthesize the given product. (1) Given the product [CH2:1]([O:3][C:4](=[O:15])/[CH:5]=[C:6](/[O:8][C:9]1[CH:14]=[CH:13][CH:12]=[CH:11][CH:10]=1)\[CH2:7][Br:16])[CH3:2], predict the reactants needed to synthesize it. The reactants are: [CH2:1]([O:3][C:4](=[O:15])/[CH:5]=[C:6](/[O:8][C:9]1[CH:14]=[CH:13][CH:12]=[CH:11][CH:10]=1)\[CH3:7])[CH3:2].[Br:16]N1C(=O)CCC1=O.C(OOC(=O)C1C=CC=CC=1)(=O)C1C=CC=CC=1. (2) Given the product [Cl:25][CH2:2]/[CH:3]=[CH:4]/[C:5]1[CH:13]=[CH:12][CH:11]=[C:10]2[C:6]=1[CH:7]=[CH:8][N:9]2[C:14]([O:16][C:17]([CH3:20])([CH3:19])[CH3:18])=[O:15], predict the reactants needed to synthesize it. The reactants are: O[CH2:2]/[CH:3]=[CH:4]/[C:5]1[CH:13]=[CH:12][CH:11]=[C:10]2[C:6]=1[CH:7]=[CH:8][N:9]2[C:14]([O:16][C:17]([CH3:20])([CH3:19])[CH3:18])=[O:15].CS([Cl:25])(=O)=O. (3) The reactants are: [Si:1]([O:18][CH2:19][CH2:20][O:21][CH2:22][C@H:23]([O:28][C:29]1[N:34]=[CH:33][N:32]=[C:31]2[N:35]([C:38]3[CH:43]=[CH:42][CH:41]=[C:40]([F:44])[C:39]=3[CH3:45])[N:36]=[CH:37][C:30]=12)[C:24](OC)=[O:25])([C:14]([CH3:17])([CH3:16])[CH3:15])([C:8]1C=CC=CC=1)[C:2]1C=CC=CC=1.[Cl:46][C:47]1[CH:48]=[CH:49][C:50]([NH2:53])=[N:51][CH:52]=1. Given the product [Si:1]([O:18][CH2:19][CH2:20][O:21][CH2:22][C@H:23]([O:28][C:29]1[C:30]2[CH:37]=[N:36][N:35]([C:38]3[CH:43]=[CH:42][CH:41]=[C:40]([F:44])[C:39]=3[CH3:45])[C:31]=2[N:32]=[CH:33][N:34]=1)[C:24]([NH:53][C:50]1[CH:49]=[CH:48][C:47]([Cl:46])=[CH:52][N:51]=1)=[O:25])([C:14]([CH3:15])([CH3:16])[CH3:17])([CH3:8])[CH3:2], predict the reactants needed to synthesize it. (4) Given the product [CH:33]([O:18][C:17]([C:9]1([C:6]2[CH:7]=[CH:8][C:3]([C:1]#[N:2])=[CH:4][C:5]=2[F:20])[N:13]2[CH:14]=[N:15][CH:16]=[C:12]2[CH2:11][CH2:10]1)=[O:19])([CH3:34])[CH3:32], predict the reactants needed to synthesize it. The reactants are: [C:1]([C:3]1[CH:8]=[CH:7][C:6]([C:9]2([C:17]([OH:19])=[O:18])[N:13]3[CH:14]=[N:15][CH:16]=[C:12]3[CH2:11][CH2:10]2)=[C:5]([F:20])[CH:4]=1)#[N:2].CN(C=O)C.C(Cl)(=O)C(Cl)=O.[CH3:32][CH:33](O)[CH3:34]. (5) Given the product [CH3:39][CH:2]([CH3:1])[C@H:3]([N:8]1[CH2:16][C:15]2[C:10](=[CH:11][C:12]([C:17]3[CH:22]=[CH:21][C:20]([NH:23][C:24](=[O:37])[C:25]4[CH:30]=[CH:29][C:28]([N:31]5[CH2:32][CH2:33][CH2:41][CH2:35][CH2:36]5)=[N:27][CH:26]=4)=[CH:19][CH:18]=3)=[CH:13][CH:14]=2)[C:9]1=[O:38])[C:4]([O:6][CH3:7])=[O:5], predict the reactants needed to synthesize it. The reactants are: [CH3:1][CH:2]([CH3:39])[C@H:3]([N:8]1[CH2:16][C:15]2[C:10](=[CH:11][C:12]([C:17]3[CH:22]=[CH:21][C:20]([NH:23][C:24](=[O:37])[C:25]4[CH:30]=[CH:29][C:28]([N:31]5[CH2:36][CH2:35]O[CH2:33][CH2:32]5)=[N:27][CH:26]=4)=[CH:19][CH:18]=3)=[CH:13][CH:14]=2)[C:9]1=[O:38])[C:4]([O:6][CH3:7])=[O:5].N1CCCC[CH2:41]1. (6) Given the product [NH2:29][C:11]1[C:12]2[CH:18]=[C:17]([C:19]3[C:24]([Cl:25])=[CH:23][CH:22]=[CH:21][C:20]=3[Cl:26])[C:16](=[O:27])[N:15]([CH3:28])[C:13]=2[N:14]=[C:9]([NH:8][C:5]2[CH:6]=[CH:7][C:2]([O:36][CH2:37][CH2:38][N:39]3[CH2:44][CH2:43][O:42][CH2:41][CH2:40]3)=[CH:3][CH:4]=2)[N:10]=1, predict the reactants needed to synthesize it. The reactants are: Br[C:2]1[CH:7]=[CH:6][C:5]([NH:8][C:9]2[N:10]=[C:11]([NH2:29])[C:12]3[CH:18]=[C:17]([C:19]4[C:24]([Cl:25])=[CH:23][CH:22]=[CH:21][C:20]=4[Cl:26])[C:16](=[O:27])[N:15]([CH3:28])[C:13]=3[N:14]=2)=[CH:4][CH:3]=1.C(=O)([O-])[O-].[Cs+].[Cs+].[OH:36][CH2:37][CH2:38][N:39]1[CH2:44][CH2:43][O:42][CH2:41][CH2:40]1.